Dataset: Forward reaction prediction with 1.9M reactions from USPTO patents (1976-2016). Task: Predict the product of the given reaction. (1) Given the reactants [F:1][C:2]1[CH:3]=[C:4](B(O)O)[CH:5]=[CH:6][CH:7]=1.Br[C:12]1[CH:13]=[C:14]([C:32]([OH:41])([C:37]([F:40])([F:39])[F:38])[C:33]([F:36])([F:35])[F:34])[CH:15]=[CH:16][C:17]=1[N:18]1[CH2:23][CH2:22][N:21]([S:24]([C:27]2[S:28][CH:29]=[CH:30][CH:31]=2)(=[O:26])=[O:25])[CH2:20][CH2:19]1, predict the reaction product. The product is: [F:40][C:37]([F:38])([F:39])[C:32]([C:14]1[CH:15]=[C:16]([C:4]2[CH:5]=[CH:6][CH:7]=[C:2]([F:1])[CH:3]=2)[C:17]([N:18]2[CH2:23][CH2:22][N:21]([S:24]([C:27]3[S:28][CH:29]=[CH:30][CH:31]=3)(=[O:25])=[O:26])[CH2:20][CH2:19]2)=[CH:12][CH:13]=1)([OH:41])[C:33]([F:36])([F:35])[F:34]. (2) Given the reactants [NH2:1][C:2]1[CH:11]=[CH:10][C:9]2[C:8]3=[CH:12][CH:13]=[N:14][N:7]3[CH2:6][CH2:5][C:4]=2[C:3]=1[C:15]([O:17][CH3:18])=[O:16].[Br:19][C:20]1[CH:25]=[C:24]([F:26])[CH:23]=[CH:22][C:21]=1[S:27](Cl)(=[O:29])=[O:28], predict the reaction product. The product is: [Br:19][C:20]1[CH:25]=[C:24]([F:26])[CH:23]=[CH:22][C:21]=1[S:27]([NH:1][C:2]1[CH:11]=[CH:10][C:9]2[C:8]3=[CH:12][CH:13]=[N:14][N:7]3[CH2:6][CH2:5][C:4]=2[C:3]=1[C:15]([O:17][CH3:18])=[O:16])(=[O:29])=[O:28]. (3) Given the reactants C([N:4]1[C:16]2[CH:15]=[CH:14][C:13](Br)=[CH:12][C:11]=2[C:10]2[C:5]1=[CH:6][CH:7]=[CH:8][CH:9]=2)(=O)C.[C:18]1([N:24]2[C:36]3[C:31](=[CH:32][CH:33]=[C:34]4[C:43]5[CH:42]=[CH:41][CH:40]=[CH:39][C:38]=5[NH:37][C:35]4=3)[C:30]3[C:25]2=[CH:26][CH:27]=[CH:28][CH:29]=3)[CH:23]=[CH:22][CH:21]=[CH:20][CH:19]=1, predict the reaction product. The product is: [C:18]1([N:24]2[C:36]3[C:31](=[CH:32][CH:33]=[C:34]4[C:43]5[CH:42]=[CH:41][CH:40]=[C:39]([C:8]6[CH:7]=[CH:6][C:5]7[NH:4][C:16]8[C:11]([C:10]=7[CH:9]=6)=[CH:12][CH:13]=[CH:14][CH:15]=8)[C:38]=5[NH:37][C:35]4=3)[C:30]3[C:25]2=[CH:26][CH:27]=[CH:28][CH:29]=3)[CH:19]=[CH:20][CH:21]=[CH:22][CH:23]=1. (4) Given the reactants Br[C:2]1[CH:7]=[C:6]([CH3:8])[C:5]([C:9]([N:11]2[CH2:16][CH2:15][CH:14]([N:17]3[CH2:22][CH2:21][CH:20]([OH:23])[CH2:19][CH2:18]3)[CH2:13][CH2:12]2)=[O:10])=[C:4]([CH3:24])[CH:3]=1.[F:25][C:26]([F:38])([F:37])[O:27][C:28]1[CH:33]=[CH:32][C:31](B(O)O)=[CH:30][CH:29]=1, predict the reaction product. The product is: [CH3:24][C:4]1[CH:3]=[C:2]([C:31]2[CH:30]=[CH:29][C:28]([O:27][C:26]([F:25])([F:37])[F:38])=[CH:33][CH:32]=2)[CH:7]=[C:6]([CH3:8])[C:5]=1[C:9]([N:11]1[CH2:16][CH2:15][CH:14]([N:17]2[CH2:22][CH2:21][CH:20]([OH:23])[CH2:19][CH2:18]2)[CH2:13][CH2:12]1)=[O:10]. (5) The product is: [CH3:25][O:24][C:23]1[C:14]([O:13][CH:55]2[CH2:60][CH2:59][N:58]([CH3:61])[CH2:57][CH2:56]2)=[C:15]2[C:20](=[CH:21][CH:22]=1)[N:19]=[CH:18][NH:17][C:16]2=[O:34]. Given the reactants N(C(OC(C)(C)C)=O)=NC([O-])=O.[OH:13][C:14]1[C:23]([O:24][CH3:25])=[CH:22][CH:21]=[C:20]2[C:15]=1[C:16](=[O:34])[N:17](COC(=O)C(C)(C)C)[CH:18]=[N:19]2.C1(P(C2C=CC=CC=2)C2C=CC=CC=2)C=CC=CC=1.O[CH:55]1[CH2:60][CH2:59][N:58]([CH3:61])[CH2:57][CH2:56]1.N, predict the reaction product. (6) Given the reactants [CH2:1]([N:8]1[CH2:13][CH2:12][CH2:11][C:10]([C:22]2[CH:27]=[CH:26][C:25](OS(C(F)(F)F)(=O)=O)=[CH:24][CH:23]=2)([C:14]2[CH:19]=[CH:18][CH:17]=[C:16]([O:20][CH3:21])[CH:15]=2)[CH2:9]1)[C:2]1[CH:7]=[CH:6][CH:5]=[CH:4][CH:3]=1.CS(C)=[O:38].C(N(CC)CC)C.C1(P(C2C=CC=CC=2)CCCP(C2C=CC=CC=2)C2C=CC=CC=2)C=CC=CC=1.[CH2:76]([O:78][CH2:79]C)C, predict the reaction product. The product is: [CH3:76][O:78][C:79](=[O:38])[C:25]1[CH:24]=[CH:23][C:22]([C:10]2([C:14]3[CH:19]=[CH:18][CH:17]=[C:16]([O:20][CH3:21])[CH:15]=3)[CH2:11][CH2:12][CH2:13][N:8]([CH2:1][C:2]3[CH:3]=[CH:4][CH:5]=[CH:6][CH:7]=3)[CH2:9]2)=[CH:27][CH:26]=1. (7) Given the reactants [C:1](OCC)(=O)[C:2]([O:4]CC)=[O:3].C1(S([N:20]2[CH:24]=[CH:23][CH:22]=[C:21]2[C:25](=O)[CH3:26])(=O)=O)C=CC=CC=1.[O-]CC.[Na+].Cl.[NH:33]([C:35]1[CH:36]=[CH:37][C:38]([O:41][CH3:42])=[N:39][CH:40]=1)[NH2:34], predict the reaction product. The product is: [CH3:42][O:41][C:38]1[N:39]=[CH:40][C:35]([N:33]2[C:25]([C:21]3[NH:20][CH:24]=[CH:23][CH:22]=3)=[CH:26][C:1]([C:2]([OH:4])=[O:3])=[N:34]2)=[CH:36][CH:37]=1.